From a dataset of NCI-60 drug combinations with 297,098 pairs across 59 cell lines. Regression. Given two drug SMILES strings and cell line genomic features, predict the synergy score measuring deviation from expected non-interaction effect. (1) Drug 1: CC(CN1CC(=O)NC(=O)C1)N2CC(=O)NC(=O)C2. Drug 2: CC1=C2C(C(=O)C3(C(CC4C(C3C(C(C2(C)C)(CC1OC(=O)C(C(C5=CC=CC=C5)NC(=O)OC(C)(C)C)O)O)OC(=O)C6=CC=CC=C6)(CO4)OC(=O)C)O)C)O. Cell line: PC-3. Synergy scores: CSS=16.2, Synergy_ZIP=-9.85, Synergy_Bliss=-11.3, Synergy_Loewe=-10.7, Synergy_HSA=-8.10. (2) Drug 1: C1=NC2=C(N=C(N=C2N1C3C(C(C(O3)CO)O)F)Cl)N. Drug 2: COC1=C2C(=CC3=C1OC=C3)C=CC(=O)O2. Cell line: HCT116. Synergy scores: CSS=28.9, Synergy_ZIP=1.94, Synergy_Bliss=4.05, Synergy_Loewe=4.34, Synergy_HSA=3.65. (3) Drug 1: C1=NC2=C(N=C(N=C2N1C3C(C(C(O3)CO)O)O)F)N. Drug 2: CC1C(C(CC(O1)OC2CC(OC(C2O)C)OC3=CC4=CC5=C(C(=O)C(C(C5)C(C(=O)C(C(C)O)O)OC)OC6CC(C(C(O6)C)O)OC7CC(C(C(O7)C)O)OC8CC(C(C(O8)C)O)(C)O)C(=C4C(=C3C)O)O)O)O. Cell line: CAKI-1. Synergy scores: CSS=71.4, Synergy_ZIP=-7.10, Synergy_Bliss=-3.91, Synergy_Loewe=-18.1, Synergy_HSA=-3.62. (4) Drug 1: CC1CCCC2(C(O2)CC(NC(=O)CC(C(C(=O)C(C1O)C)(C)C)O)C(=CC3=CSC(=N3)C)C)C. Drug 2: CC1C(C(CC(O1)OC2CC(CC3=C2C(=C4C(=C3O)C(=O)C5=CC=CC=C5C4=O)O)(C(=O)C)O)N)O. Cell line: HS 578T. Synergy scores: CSS=49.0, Synergy_ZIP=-0.0403, Synergy_Bliss=-0.555, Synergy_Loewe=3.80, Synergy_HSA=3.65. (5) Drug 2: CC1C(C(CC(O1)OC2CC(CC3=C2C(=C4C(=C3O)C(=O)C5=CC=CC=C5C4=O)O)(C(=O)C)O)N)O. Cell line: HOP-62. Synergy scores: CSS=54.7, Synergy_ZIP=-8.40, Synergy_Bliss=-3.28, Synergy_Loewe=-1.12, Synergy_HSA=0.712. Drug 1: C1=NC2=C(N=C(N=C2N1C3C(C(C(O3)CO)O)F)Cl)N. (6) Drug 1: C1CCC(C1)C(CC#N)N2C=C(C=N2)C3=C4C=CNC4=NC=N3. Synergy scores: CSS=-3.53, Synergy_ZIP=0.443, Synergy_Bliss=-3.26, Synergy_Loewe=-8.03, Synergy_HSA=-5.91. Cell line: HCT116. Drug 2: C1CN(P(=O)(OC1)NCCCl)CCCl. (7) Drug 1: CC1=C2C(C(=O)C3(C(CC4C(C3C(C(C2(C)C)(CC1OC(=O)C(C(C5=CC=CC=C5)NC(=O)OC(C)(C)C)O)O)OC(=O)C6=CC=CC=C6)(CO4)OC(=O)C)OC)C)OC. Drug 2: CNC(=O)C1=CC=CC=C1SC2=CC3=C(C=C2)C(=NN3)C=CC4=CC=CC=N4. Cell line: CAKI-1. Synergy scores: CSS=40.6, Synergy_ZIP=-0.714, Synergy_Bliss=-1.20, Synergy_Loewe=-12.0, Synergy_HSA=0.663.